This data is from NCI-60 drug combinations with 297,098 pairs across 59 cell lines. The task is: Regression. Given two drug SMILES strings and cell line genomic features, predict the synergy score measuring deviation from expected non-interaction effect. Drug 1: CNC(=O)C1=NC=CC(=C1)OC2=CC=C(C=C2)NC(=O)NC3=CC(=C(C=C3)Cl)C(F)(F)F. Drug 2: C1CC(=O)NC(=O)C1N2C(=O)C3=CC=CC=C3C2=O. Cell line: MCF7. Synergy scores: CSS=-2.88, Synergy_ZIP=0.692, Synergy_Bliss=-1.10, Synergy_Loewe=-5.51, Synergy_HSA=-5.51.